This data is from Forward reaction prediction with 1.9M reactions from USPTO patents (1976-2016). The task is: Predict the product of the given reaction. (1) Given the reactants [Cl:1][C:2]1[CH:3]=[N:4][CH:5]=[C:6]([Cl:10])[C:7]=1[CH2:8][Cl:9].C([O-])([O-])=[O:12].[Na+].[Na+], predict the reaction product. The product is: [Cl:1][C:2]1[CH:3]=[N+:4]([O-:12])[CH:5]=[C:6]([Cl:10])[C:7]=1[CH2:8][Cl:9]. (2) Given the reactants [F:1][C:2]1[CH:28]=[CH:27][CH:26]=[C:25]([F:29])[C:3]=1[C:4]([NH:6][C:7](=[O:24])[N:8]([CH3:23])[C:9]1[CH:14]=[CH:13][C:12]([S:15][C:16]([F:21])([F:20])[CH:17]([F:19])[F:18])=[CH:11][C:10]=1[CH3:22])=[O:5].[H-].[Na+].[CH3:32]I.[Cl-].[NH4+], predict the reaction product. The product is: [F:1][C:2]1[CH:28]=[CH:27][CH:26]=[C:25]([F:29])[C:3]=1[C:4]([N:6]([CH3:32])[C:7]([N:8]([CH3:23])[C:9]1[CH:14]=[CH:13][C:12]([S:15][C:16]([F:20])([F:21])[CH:17]([F:18])[F:19])=[CH:11][C:10]=1[CH3:22])=[O:24])=[O:5].